From a dataset of Reaction yield outcomes from USPTO patents with 853,638 reactions. Predict the reaction yield, written as a fraction of the theoretical maximum amount of product (1.0 means a 100% yield; for example, 0.34 means a 34% yield). (1) The reactants are [CH3:1][P:2]1(=[O:8])[CH2:7][CH2:6][NH:5][CH2:4][CH2:3]1.F[C:10]1[CH:11]=[CH:12][C:13]([N+:18]([O-:20])=[O:19])=[C:14]([O:16][CH3:17])[CH:15]=1.C([O-])([O-])=O.[K+].[K+]. The catalyst is CN(C=O)C. The product is [CH3:17][O:16][C:14]1[CH:15]=[C:10]([N:5]2[CH2:6][CH2:7][P:2](=[O:8])([CH3:1])[CH2:3][CH2:4]2)[CH:11]=[CH:12][C:13]=1[N+:18]([O-:20])=[O:19]. The yield is 0.960. (2) The reactants are F[C:2]1[CH:7]=[CH:6][C:5]([N+:8]([O-:10])=[O:9])=[C:4]([F:11])[C:3]=1[F:12].[CH2:13]([OH:20])[C:14]1[CH:19]=[CH:18][CH:17]=[CH:16][CH:15]=1.C([O-])([O-])=O.[K+].[K+].O. The catalyst is CN(C=O)C. The product is [CH2:13]([O:20][C:2]1[CH:7]=[CH:6][C:5]([N+:8]([O-:10])=[O:9])=[C:4]([F:11])[C:3]=1[F:12])[C:14]1[CH:19]=[CH:18][CH:17]=[CH:16][CH:15]=1. The yield is 0.360. (3) The reactants are Br[C:2]1[C:3]([O:16][CH3:17])=[N:4][C:5]([N:8]2[CH2:13][C@H:12]([CH3:14])[O:11][C@H:10]([CH3:15])[CH2:9]2)=[N:6][CH:7]=1.[CH3:18][C:19]1[CH:24]=[C:23](B2OC(C)(C)C(C)(C)O2)[CH:22]=[CH:21][N:20]=1.C(=O)([O-])[O-].[K+].[K+]. The catalyst is O1CCOCC1.O.[Pd].C1(P(C2C=CC=CC=2)C2C=CC=CC=2)C=CC=CC=1.C1(P(C2C=CC=CC=2)C2C=CC=CC=2)C=CC=CC=1.C1(P(C2C=CC=CC=2)C2C=CC=CC=2)C=CC=CC=1.C1(P(C2C=CC=CC=2)C2C=CC=CC=2)C=CC=CC=1. The product is [CH3:15][C@H:10]1[O:11][C@@H:12]([CH3:14])[CH2:13][N:8]([C:5]2[N:4]=[C:3]([O:16][CH3:17])[C:2]([C:23]3[CH:22]=[CH:21][N:20]=[C:19]([CH3:18])[CH:24]=3)=[CH:7][N:6]=2)[CH2:9]1. The yield is 0.0139. (4) The reactants are O[CH:2]=[C:3]1[C:11]2[C:6](=[CH:7][C:8]([C:12]([C:14]3[CH:15]=[C:16]([NH:20][C:21]([C:23]4[CH:24]=[N:25][N:26]([CH2:29][CH3:30])[C:27]=4[CH3:28])=[O:22])[CH:17]=[CH:18][CH:19]=3)=[O:13])=[CH:9][CH:10]=2)[NH:5][C:4]1=[O:31].[CH3:32][N:33]1[CH2:38][CH2:37][N:36]([C:39]2[CH:44]=[CH:43][C:42]([NH2:45])=[CH:41][CH:40]=2)[CH2:35][CH2:34]1. The catalyst is C1COCC1. The product is [CH3:32][N:33]1[CH2:34][CH2:35][N:36]([C:39]2[CH:44]=[CH:43][C:42]([NH:45][CH:2]=[C:3]3[C:11]4[C:6](=[CH:7][C:8]([C:12]([C:14]5[CH:15]=[C:16]([NH:20][C:21]([C:23]6[CH:24]=[N:25][N:26]([CH2:29][CH3:30])[C:27]=6[CH3:28])=[O:22])[CH:17]=[CH:18][CH:19]=5)=[O:13])=[CH:9][CH:10]=4)[NH:5][C:4]3=[O:31])=[CH:41][CH:40]=2)[CH2:37][CH2:38]1. The yield is 0.160. (5) The reactants are [CH:1]1[C:10]2[C:5](=[CH:6][CH:7]=[CH:8][CH:9]=2)[CH:4]=[CH:3][C:2]=1[C:11]1[O:12][CH:13]=[C:14]([CH2:16][C:17](O)=[O:18])[N:15]=1.[H-].[Al+3].[Li+].[H-].[H-].[H-].[OH-].[Na+].S([O-])([O-])(=O)=O.[Na+].[Na+]. The catalyst is O1CCCC1.O. The product is [CH:1]1[C:10]2[C:5](=[CH:6][CH:7]=[CH:8][CH:9]=2)[CH:4]=[CH:3][C:2]=1[C:11]1[O:12][CH:13]=[C:14]([CH2:16][CH2:17][OH:18])[N:15]=1. The yield is 0.880.